From a dataset of Forward reaction prediction with 1.9M reactions from USPTO patents (1976-2016). Predict the product of the given reaction. (1) The product is: [CH3:1][O:4][C:5]([C:6]1[CH2:27][C:28]([CH3:31])([CH3:30])[CH2:29][C:25]=1[C:23]([OH:24])=[O:22])=[O:7]. Given the reactants [C:1]([O:4][C:5](=[O:7])[CH3:6])(=O)C.CCN(C(C)C)C(C)C.C([O-])=O.[Na+].C[O:22][C:23]([C:25]1[CH2:29][C:28]([CH3:31])([CH3:30])[CH2:27]C=1OS(C(F)(F)F)(=O)=O)=[O:24].[Li+].[Cl-].Cl, predict the reaction product. (2) Given the reactants Br[C:2]1[CH:7]=[CH:6][C:5]([C:8]2[N:12]([CH2:13][C@@H:14]3[CH2:18][CH2:17][N:16]([C:19]([CH:21]4[CH2:23][CH2:22]4)=[O:20])[CH2:15]3)[C:11]3[CH:24]=[CH:25][C:26]([C:28]([F:31])([F:30])[F:29])=[CH:27][C:10]=3[N:9]=2)=[CH:4][CH:3]=1.CC1(C)C(C)(C)OB([C:40]2[CH:41]=[C:42]3[C:46](=[CH:47][CH:48]=2)[NH:45][CH:44]=[CH:43]3)O1.C(=O)([O-])[O-].[K+].[K+].C(Cl)Cl, predict the reaction product. The product is: [CH:21]1([C:19]([N:16]2[CH2:17][CH2:18][C@@H:14]([CH2:13][N:12]3[C:11]4[CH:24]=[CH:25][C:26]([C:28]([F:31])([F:30])[F:29])=[CH:27][C:10]=4[N:9]=[C:8]3[C:5]3[CH:6]=[CH:7][C:2]([C:40]4[CH:41]=[C:42]5[C:46](=[CH:47][CH:48]=4)[NH:45][CH:44]=[CH:43]5)=[CH:3][CH:4]=3)[CH2:15]2)=[O:20])[CH2:23][CH2:22]1. (3) Given the reactants C([Li])CCC.CSCS(C)=O.[F:12][C:13]1[CH:20]=[C:19](F)[C:18]([F:22])=[CH:17][C:14]=1[C:15]#[N:16].S(=O)(=O)(O)O.C1C[O:31][CH2:30]C1, predict the reaction product. The product is: [F:12][C:13]1[CH:20]=[C:19]([CH:30]=[O:31])[C:18]([F:22])=[CH:17][C:14]=1[C:15]#[N:16]. (4) Given the reactants C(Cl)Cl.[C:4]([OH:15])(=O)[C:5]1[CH:13]=[CH:12][C:8](C(O)=O)=[CH:7][CH:6]=1.C([N:18](CC)CC)C.[Cl-].[CH3:24][OH:25], predict the reaction product. The product is: [O:25]1[C:24]2[CH:13]=[CH:12][CH:8]=[CH:7][C:6]=2[CH2:5][C:4](=[O:15])[NH:18]1. (5) Given the reactants [OH-].[K+].C([O:9][CH2:10][C:11]1[CH:16]=[C:15]([C:17]2[CH:18]=[CH:19][C:20]3[C:25]([N:26]4[CH2:31][CH2:30][O:29][CH2:28][C@@H:27]4[CH3:32])=[N:24][C:23]([N:33]4[CH2:38][CH2:37][O:36][CH2:35][C@@H:34]4[CH3:39])=[N:22][C:21]=3[N:40]=2)[CH:14]=[CH:13][C:12]=1[O:41][CH3:42])(=O)C(C)(C)C.C(O)(=O)CC(CC(O)=O)(C(O)=O)O.C(Cl)Cl, predict the reaction product. The product is: [CH3:39][C@H:34]1[CH2:35][O:36][CH2:37][CH2:38][N:33]1[C:23]1[N:24]=[C:25]([N:26]2[CH2:31][CH2:30][O:29][CH2:28][C@@H:27]2[CH3:32])[C:20]2[CH:19]=[CH:18][C:17]([C:15]3[CH:14]=[CH:13][C:12]([O:41][CH3:42])=[C:11]([CH2:10][OH:9])[CH:16]=3)=[N:40][C:21]=2[N:22]=1. (6) Given the reactants C(OC)(=[O:3])C.[CH3:6][CH2:7][Mg+].[Br-].OS(O)(=O)=O.[C:15](=[O:32])([O:24][N:25]1[C:29](=[O:30])[CH2:28][CH2:27][C:26]1=[O:31])[O:16]N1C(=O)CCC1=O.CCN([CH2:38][CH3:39])CC, predict the reaction product. The product is: [C:15](=[O:32])([O:24][N:25]1[C:26](=[O:31])[CH2:27][CH:28]([OH:3])[C:29]1=[O:30])[O:16][C:7]1([CH3:6])[CH2:39][CH2:38]1. (7) Given the reactants [N:1]1[CH:6]=[CH:5][CH:4]=[C:3]([C:7]2[CH:12]=[CH:11][N:10]=[C:9]([NH2:13])[CH:8]=2)[CH:2]=1.C([O-])([O-])=O.[K+].[K+].Br[C:21]1[CH:26]=[C:25]([N+:27]([O-:29])=[O:28])[CH:24]=[CH:23][C:22]=1[CH3:30].CNCCNC.N.[Na+].[Cl-], predict the reaction product. The product is: [CH3:30][C:22]1[CH:21]=[CH:26][C:25]([N+:27]([O-:29])=[O:28])=[CH:24][C:23]=1[NH:13][C:9]1[CH:8]=[C:7]([C:3]2[CH:2]=[N:1][CH:6]=[CH:5][CH:4]=2)[CH:12]=[CH:11][N:10]=1. (8) The product is: [OH:2][C:3]1[CH:4]=[CH:5][C:6]([CH:9]=[C:10]([CH3:17])[CH2:11][C:12]([O:14][CH2:15][CH3:16])=[O:13])=[CH:7][CH:8]=1. Given the reactants C[O:2][C:3]1[CH:8]=[CH:7][C:6]([CH:9]=[C:10]([CH3:17])[CH2:11][C:12]([O:14][CH2:15][CH3:16])=[O:13])=[CH:5][CH:4]=1.COC1C=CC(CC(CCC2C=CC=CC=2)CC(OC)=O)=CC=1, predict the reaction product. (9) The product is: [C:30]([N:21]1[CH2:20][CH2:19][C:11]2[N:12]=[C:13]([S:15]([CH3:18])(=[O:17])=[O:16])[N:14]=[C:9]([C:3]3[CH:4]=[CH:5][C:6]([Cl:8])=[CH:7][C:2]=3[Cl:1])[C:10]=2[CH2:22]1)(=[O:32])[CH3:31]. Given the reactants [Cl:1][C:2]1[CH:7]=[C:6]([Cl:8])[CH:5]=[CH:4][C:3]=1[C:9]1[C:10]2[CH2:22][NH:21][CH2:20][CH2:19][C:11]=2[N:12]=[C:13]([S:15]([CH3:18])(=[O:17])=[O:16])[N:14]=1.C(N(CC)CC)C.[C:30](OC(=O)C)(=[O:32])[CH3:31], predict the reaction product.